From a dataset of Full USPTO retrosynthesis dataset with 1.9M reactions from patents (1976-2016). Predict the reactants needed to synthesize the given product. (1) Given the product [CH:22]([C@@H:11]1[C:10](=[S:25])[N:9]([CH2:8][C:7]([OH:26])=[O:6])[C:14]2[CH:15]=[CH:16][CH:17]=[C:18]([CH:19]([CH3:21])[CH3:20])[C:13]=2[O:12]1)([CH3:24])[CH3:23], predict the reactants needed to synthesize it. The reactants are: COC(=O)[C@@H]([O:6][C:7](=[O:26])[CH2:8][N:9]1[C:14]2[CH:15]=[CH:16][CH:17]=[C:18]([CH:19]([CH3:21])[CH3:20])[C:13]=2[O:12][C@H:11]([CH:22]([CH3:24])[CH3:23])[C:10]1=[S:25])C.[OH-].[Na+].O.Cl. (2) Given the product [Cl:20][C:17]1[CH:18]=[CH:19][C:14]([NH:13][C:11]2[C:10]3[C:5](=[CH:6][C:7]([O:24][CH3:25])=[C:8]([O:22][CH3:23])[CH:9]=3)[N:4]=[C:3]([N:41]3[CH2:40][CH2:39][CH:38]([N:29]([CH3:28])[C:30](=[O:37])[C@@H:31]4[CH2:35][CH2:34][CH2:33][N:32]4[CH3:36])[CH2:43][CH2:42]3)[N:12]=2)=[C:15]([F:21])[CH:16]=1, predict the reactants needed to synthesize it. The reactants are: Cl.Cl[C:3]1[N:12]=[C:11]([NH:13][C:14]2[CH:19]=[CH:18][C:17]([Cl:20])=[CH:16][C:15]=2[F:21])[C:10]2[C:5](=[CH:6][C:7]([O:24][CH3:25])=[C:8]([O:22][CH3:23])[CH:9]=2)[N:4]=1.Cl.Cl.[CH3:28][N:29]([CH:38]1[CH2:43][CH2:42][NH:41][CH2:40][CH2:39]1)[C:30](=[O:37])[C@@H:31]1[CH2:35][CH2:34][CH2:33][N:32]1[CH3:36].N12CCCN=C1CCCCC2.O1CCOCC1. (3) Given the product [C:4]([O:3][C:1]([N:8]1[CH2:15][C@H:14]([OH:16])[CH2:13][C@H:9]1[C:10]([N:46]1[CH2:47][CH2:48][CH:43]([CH2:36][C:37]2[CH:42]=[CH:41][CH:40]=[CH:39][CH:38]=2)[CH2:44][CH2:45]1)=[O:12])=[O:2])([CH3:5])([CH3:6])[CH3:7], predict the reactants needed to synthesize it. The reactants are: [C:1]([N:8]1[CH2:15][CH:14]([OH:16])[CH2:13][C@H:9]1[C:10]([OH:12])=O)([O:3][C:4]([CH3:7])([CH3:6])[CH3:5])=[O:2].C(N=C=NC(C)C)(C)C.ON1C2C=CC=CC=2N=N1.[CH2:36]([CH:43]1[CH2:48][CH2:47][NH:46][CH2:45][CH2:44]1)[C:37]1[CH:42]=[CH:41][CH:40]=[CH:39][CH:38]=1. (4) The reactants are: Br[C:2]1[N:7]=[C:6]([CH2:8][C:9]2[C:18]3[C:13](=[CH:14][C:15]([O:21][CH3:22])=[C:16]([O:19][CH3:20])[CH:17]=3)[C:12]([CH3:23])=[N:11][C:10]=2[OH:24])[CH:5]=[CH:4][CH:3]=1.[N:25]1[CH:30]=[CH:29][C:28](B(O)O)=[CH:27][CH:26]=1.C([O-])([O-])=O.[Na+].[Na+].O. Given the product [N:7]1[C:6]([CH2:8][C:9]2[C:18]3[C:13](=[CH:14][C:15]([O:21][CH3:22])=[C:16]([O:19][CH3:20])[CH:17]=3)[C:12]([CH3:23])=[N:11][C:10]=2[OH:24])=[CH:5][CH:4]=[CH:3][C:2]=1[C:28]1[CH:29]=[CH:30][N:25]=[CH:26][CH:27]=1, predict the reactants needed to synthesize it. (5) Given the product [CH3:1][C:2]1[CH:11]=[C:10]([CH2:12][O:13][C:14]2[CH:15]=[CH:16][C:17]([S:20]([NH:23][C@@H:24]3[CH2:29][CH2:28][CH2:27][CH2:26][C@H:25]3[C:30]([O:32][C:33]([CH3:36])([CH3:35])[CH3:34])=[O:31])(=[O:21])=[O:22])=[CH:18][CH:19]=2)[C:9]2[C:4](=[CH:5][CH:6]=[CH:7][CH:8]=2)[N:3]=1, predict the reactants needed to synthesize it. The reactants are: [CH3:1][C:2]1[CH:11]=[C:10]([CH2:12][O:13][C:14]2[CH:19]=[CH:18][C:17]([S:20]([NH:23][C@@H:24]3[CH2:29][CH2:28][CH2:27][CH2:26][C@H:25]3[C:30]([OH:32])=[O:31])(=[O:22])=[O:21])=[CH:16][CH:15]=2)[C:9]2[C:4](=[CH:5][CH:6]=[CH:7][CH:8]=2)[N:3]=1.[C:33](OC(O[C:33]([CH3:36])([CH3:35])[CH3:34])N(C)C)([CH3:36])([CH3:35])[CH3:34]. (6) Given the product [CH2:22]([N:11]([S:12]([C:15]1[CH:20]=[CH:19][C:18]([CH3:21])=[CH:17][CH:16]=1)(=[O:14])=[O:13])[C@H:10]([C:9]([OH:8])=[O:44])[CH2:29][CH2:30][CH2:31][CH2:32][NH:33][C:34]([O:36][CH2:37][CH:56]1[C:57]2[CH:45]=[CH:46][CH:47]=[CH:48][C:49]=2[C:50]2[C:55]1=[CH:54][CH:53]=[CH:52][CH:51]=2)=[O:35])[C:23]1[CH:24]=[CH:25][CH:26]=[CH:27][CH:28]=1, predict the reactants needed to synthesize it. The reactants are: C([O:8][C:9](=[O:44])[C@H:10]([CH2:29][CH2:30][CH2:31][CH2:32][NH:33][C:34]([O:36][CH2:37]C1C=CC=CC=1)=[O:35])[N:11]([CH2:22][C:23]1[CH:28]=[CH:27][CH:26]=[CH:25][CH:24]=1)[S:12]([C:15]1[CH:20]=[CH:19][C:18]([CH3:21])=[CH:17][CH:16]=1)(=[O:14])=[O:13])C1C=CC=CC=1.[CH:45]1[C:57]2[CH:56](COC(ON3C(=O)CCC3=O)=O)[C:55]3[C:50](=[CH:51][CH:52]=[CH:53][CH:54]=3)[C:49]=2[CH:48]=[CH:47][CH:46]=1. (7) Given the product [OH:1][C:2]1[CH:3]=[C:4]([CH:9]=[CH:10][C:11]=1[C:12](=[NH:16])[CH2:13][CH3:14])[C:5]([O:7][CH3:8])=[O:6], predict the reactants needed to synthesize it. The reactants are: [OH:1][C:2]1[CH:3]=[C:4]([CH:9]=[CH:10][C:11]=1[C:12](=O)[CH2:13][CH3:14])[C:5]([O:7][CH3:8])=[O:6].[NH3:16]. (8) The reactants are: [CH3:1][O:2][C:3](=[O:22])[C:4]1[CH:9]=[CH:8][C:7]([CH2:10][NH:11][C:12]2[CH:17]=[CH:16][C:15]([C:18]([CH3:21])([CH3:20])[CH3:19])=[CH:14][CH:13]=2)=[CH:6][CH:5]=1.[C:23]([O:27][C:28](O[C:28]([O:27][C:23]([CH3:26])([CH3:25])[CH3:24])=[O:29])=[O:29])([CH3:26])([CH3:25])[CH3:24]. Given the product [CH3:1][O:2][C:3](=[O:22])[C:4]1[CH:5]=[CH:6][C:7]([CH2:10][N:11]([C:28]([O:27][C:23]([CH3:26])([CH3:25])[CH3:24])=[O:29])[C:12]2[CH:17]=[CH:16][C:15]([C:18]([CH3:19])([CH3:21])[CH3:20])=[CH:14][CH:13]=2)=[CH:8][CH:9]=1, predict the reactants needed to synthesize it. (9) Given the product [Br:12][C:13]1[CH:14]=[C:15]2[C:20](=[CH:21][CH:22]=1)[C:19](=[O:23])[NH:18][C:17](=[O:24])/[C:16]/2=[CH:25]\[NH:26][CH2:27][C:28]1[CH:33]=[CH:32][C:31]([O:34][CH2:2][CH2:3][CH2:4][CH3:5])=[C:30]([OH:35])[CH:29]=1, predict the reactants needed to synthesize it. The reactants are: Br[CH2:2][CH2:3][CH2:4][CH3:5].C(=O)([O-])[O-].[K+].[K+].[Br:12][C:13]1[CH:14]=[C:15]2[C:20](=[CH:21][CH:22]=1)[C:19](=[O:23])[NH:18][C:17](=[O:24])/[C:16]/2=[CH:25]\[NH:26][CH2:27][C:28]1[CH:33]=[CH:32][C:31]([OH:34])=[C:30]([OH:35])[CH:29]=1. (10) Given the product [CH3:27][CH:26]([CH3:28])[C@H:18]([NH:17][S:14]([C:11]1[CH:12]=[CH:13][C:7]2[C:6]3[CH:29]=[C:2]([C:38]4[CH:37]=[N:36][CH:41]=[CH:40][CH:39]=4)[CH:3]=[CH:4][C:5]=3[O:9][C:8]=2[CH:10]=1)(=[O:16])=[O:15])[C:19]([O:21][C:22]([CH3:24])([CH3:25])[CH3:23])=[O:20], predict the reactants needed to synthesize it. The reactants are: Br[C:2]1[CH:3]=[CH:4][C:5]2[O:9][C:8]3[CH:10]=[C:11]([S:14]([NH:17][C@@H:18]([CH:26]([CH3:28])[CH3:27])[C:19]([O:21][C:22]([CH3:25])([CH3:24])[CH3:23])=[O:20])(=[O:16])=[O:15])[CH:12]=[CH:13][C:7]=3[C:6]=2[CH:29]=1.C([O-])([O-])=O.[K+].[K+].[N:36]1[CH:41]=[CH:40][CH:39]=[C:38](B(O)O)[CH:37]=1.